From a dataset of Forward reaction prediction with 1.9M reactions from USPTO patents (1976-2016). Predict the product of the given reaction. (1) Given the reactants [Cl:1][C:2]1[CH:3]=[CH:4][C:5]2[N:11]3[CH:12]=[CH:13][CH:14]=[C:10]3[C@@H:9]([CH2:15][CH2:16][CH2:17][N:18]3[C:22]([CH2:23][C:24]([O:26]CC)=[O:25])=[N:21][N:20]=[N:19]3)[O:8][C@H:7]([C:29]3[CH:34]=[CH:33][CH:32]=[C:31]([O:35][CH3:36])[C:30]=3[O:37][CH3:38])[C:6]=2[CH:39]=1.C(=O)([O-])[O-].[K+].[K+].ClC1C=CC2N3C=CC=C3[C@@H](CCC3N(CC(O)=O)N=NN=3)O[C@H](C3C=CC=C(OC)C=3OC)C=2C=1, predict the reaction product. The product is: [Cl:1][C:2]1[CH:3]=[CH:4][C:5]2[N:11]3[CH:12]=[CH:13][CH:14]=[C:10]3[C@@H:9]([CH2:15][CH2:16][CH2:17][N:18]3[C:22]([CH2:23][C:24]([OH:26])=[O:25])=[N:21][N:20]=[N:19]3)[O:8][C@H:7]([C:29]3[CH:34]=[CH:33][CH:32]=[C:31]([O:35][CH3:36])[C:30]=3[O:37][CH3:38])[C:6]=2[CH:39]=1. (2) Given the reactants [OH:1][C:2]1[CH:9]=[CH:8][C:5]([CH:6]=[O:7])=[CH:4][CH:3]=1.N1C=CN=C1.[CH:15]([Si:18](Cl)([CH:22]([CH3:24])[CH3:23])[CH:19]([CH3:21])[CH3:20])([CH3:17])[CH3:16], predict the reaction product. The product is: [CH:15]([Si:18]([O:1][C:2]1[CH:9]=[CH:8][C:5]([CH:6]=[O:7])=[CH:4][CH:3]=1)([CH:22]([CH3:24])[CH3:23])[CH:19]([CH3:21])[CH3:20])([CH3:17])[CH3:16].